This data is from Blood-brain barrier permeability classification from the B3DB database. The task is: Regression/Classification. Given a drug SMILES string, predict its absorption, distribution, metabolism, or excretion properties. Task type varies by dataset: regression for continuous measurements (e.g., permeability, clearance, half-life) or binary classification for categorical outcomes (e.g., BBB penetration, CYP inhibition). Dataset: b3db_classification. (1) The molecule is CN1C2CCC1CC(NC(=O)c1cn(C3CCCCC3)c3ccccc3c1=O)C2. The result is 1 (penetrates BBB). (2) The molecule is CC1OC(OC2C(O)CC(OC3C(O)CC(OC4CCC5(C)C(CCC6C5CC(O)C5(C)C(C7=CC(=O)OC7)CCC65O)C4)OC3C)OC2C)CC(O)C1O. The result is 0 (does not penetrate BBB). (3) The compound is CC(C)(C)CC(=O)OCC(=O)[C@@]1(O)CC[C@H]2[C@@H]3CCC4=CC(=O)C=C[C@]4(C)[C@H]3[C@@H](O)C[C@@]21C. The result is 1 (penetrates BBB). (4) The molecule is CC[C@H](C)C(=O)O[C@H]1C[C@H](C)C=C2C=C[C@H](C)[C@H](CC[C@@H]3C[C@@H](O)CC(=O)O3)[C@H]21. The result is 1 (penetrates BBB). (5) The drug is COc1ccc([C@H]2[C@H](S(=O)(=O)c3ccc(Cl)cc3)[C@@]2(CN)CO)cc1. The result is 1 (penetrates BBB). (6) The compound is CCC1OC(=O)C(C)C(OC2CC(C)(OC)C(O)C(C)O2)C(C)C(OC2OC(C)CC(N(C)C)C2O)C(C)(O)CC(C)C(=NOCOCCOC)C(C)C(O)C1(C)O. The result is 0 (does not penetrate BBB). (7) The compound is CO/N=C\C1=CCCN(C)C1. The result is 1 (penetrates BBB).